Task: Predict the product of the given reaction.. Dataset: Forward reaction prediction with 1.9M reactions from USPTO patents (1976-2016) (1) Given the reactants [CH2:1]([O:3][C:4](=[O:42])[CH2:5][C:6]([N:8]([CH2:28][CH2:29][N:30]([CH3:41])[C:31]([O:33][CH2:34][C:35]1[CH:40]=[CH:39][CH:38]=[CH:37][CH:36]=1)=[O:32])[C:9]1[C:10]([C:23]([O:25]CC)=O)=[N:11][CH:12]=[C:13]([CH2:15][C:16]2[CH:21]=[CH:20][C:19]([F:22])=[CH:18][CH:17]=2)[CH:14]=1)=[O:7])[CH3:2].C1CCN2C(=NCCC2)CC1.OS([O-])(=O)=O.[Na+], predict the reaction product. The product is: [F:22][C:19]1[CH:18]=[CH:17][C:16]([CH2:15][C:13]2[CH:14]=[C:9]3[C:10]([C:23]([OH:25])=[C:5]([C:4]([O:3][CH2:1][CH3:2])=[O:42])[C:6](=[O:7])[N:8]3[CH2:28][CH2:29][N:30]([CH3:41])[C:31]([O:33][CH2:34][C:35]3[CH:36]=[CH:37][CH:38]=[CH:39][CH:40]=3)=[O:32])=[N:11][CH:12]=2)=[CH:21][CH:20]=1. (2) Given the reactants [Cl:1]C1C=C(C2(CC#N)CCCC2)C=CC=1.[ClH:16].FC(F)(F)[C:19]1[CH:24]=[CH:23][C:22]([C:25]2([CH2:30][C:31]([NH2:33])=[NH:32])[CH2:29][CH2:28][CH2:27][CH2:26]2)=[CH:21][CH:20]=1, predict the reaction product. The product is: [ClH:1].[Cl:16][C:24]1[CH:23]=[C:22]([C:25]2([CH2:30][C:31]([NH2:33])=[NH:32])[CH2:29][CH2:28][CH2:27][CH2:26]2)[CH:21]=[CH:20][CH:19]=1. (3) Given the reactants [NH2:1][C:2]1[CH:3]=[C:4]([C@H:17]([CH3:23])[CH2:18][C:19]([O:21]C)=[O:20])[CH:5]=[CH:6][C:7]=1[N:8]([CH2:13][CH:14]([CH3:16])[CH3:15])[CH2:9][CH:10]([CH3:12])[CH3:11].[C:24]1([CH3:33])[CH:29]=[CH:28][C:27]([N:30]=[C:31]=[O:32])=[CH:26][CH:25]=1, predict the reaction product. The product is: [CH2:9]([N:8]([CH2:13][CH:14]([CH3:16])[CH3:15])[C:7]1[CH:6]=[CH:5][C:4]([C@@H:17]([CH3:23])[CH2:18][C:19]([OH:21])=[O:20])=[CH:3][C:2]=1[NH:1][C:31]([NH:30][C:27]1[CH:28]=[CH:29][C:24]([CH3:33])=[CH:25][CH:26]=1)=[O:32])[CH:10]([CH3:11])[CH3:12]. (4) The product is: [CH:26]1[C:25]2[C:30](=[CH:31][C:32]3[CH:11]4[C:10](=[O:33])[C:9](=[O:8])[CH:22]([C:23]=3[CH:24]=2)[C:21]2[C:12]4=[CH:13][C:14]3[C:19]([CH:20]=2)=[CH:18][CH:17]=[CH:16][CH:15]=3)[CH:29]=[CH:28][CH:27]=1. Given the reactants FC(F)(F)C(O)=O.[OH:8][CH:9]1[CH:22]2[C:23]3[C:32]([CH:11]([C:12]4[CH:13]=[C:14]5[C:19](=[CH:20][C:21]=42)[CH:18]=[CH:17][CH:16]=[CH:15]5)[CH:10]1[OH:33])=[CH:31][C:30]1[C:25](=[CH:26][CH:27]=[CH:28][CH:29]=1)[CH:24]=3.C(N(CC)CC)C.Cl, predict the reaction product. (5) Given the reactants [Si]([O:8][C@H:9]([C@H:39]1[CH2:43][C@@H:42]([O:44][CH2:45][CH2:46][CH3:47])[CH2:41][N:40]1C(OC(C)(C)C)=O)[C@@H:10]([NH:20][C:21](=[O:38])[C:22]1[CH:27]=[CH:26][CH:25]=[C:24]([C:28]([N:30]2[CH2:34][CH2:33][CH2:32][C@@H:31]2[CH2:35][O:36][CH3:37])=[O:29])[CH:23]=1)[CH2:11][C:12]1[CH:17]=[C:16]([F:18])[CH:15]=[C:14]([F:19])[CH:13]=1)(C(C)(C)C)(C)C.C(OC(N1C[C@H](OCCC)C[C@@H]1[C@@H](O[Si](C(C)(C)C)(C)C)[C@@H](NC(C1C=C(C=CC=1)C(O)=O)=O)CC1C=C(F)C=C(F)C=1)=O)(C)(C)C.CCN(C(C)C)C(C)C.CN(C(ON1N=NC2C=CC=NC1=2)=[N+](C)C)C.F[P-](F)(F)(F)(F)F.COC[C@H]1CCCN1, predict the reaction product. The product is: [F:19][C:14]1[CH:13]=[C:12]([CH2:11][C@H:10]([NH:20][C:21](=[O:38])[C:22]2[CH:27]=[CH:26][CH:25]=[C:24]([C:28]([N:30]3[CH2:34][CH2:33][CH2:32][C@@H:31]3[CH2:35][O:36][CH3:37])=[O:29])[CH:23]=2)[C@H:9]([OH:8])[C@H:39]2[CH2:43][C@@H:42]([O:44][CH2:45][CH2:46][CH3:47])[CH2:41][NH:40]2)[CH:17]=[C:16]([F:18])[CH:15]=1. (6) Given the reactants [ClH:1].[F:2][C:3]1[C:4]([CH3:55])=[C:5]([C:15]2[CH:20]=[CH:19][C:18]([CH2:21][C@H:22]([NH:37][C:38]([C@H:40]3[CH2:45][CH2:44][C@H:43]([CH2:46][NH:47]C(=O)OC(C)(C)C)[CH2:42][CH2:41]3)=[O:39])[C:23](=[O:36])[NH:24][C:25]3[CH:30]=[CH:29][C:28]([C:31]4[N:32]=[N:33][NH:34][N:35]=4)=[CH:27][CH:26]=3)=[CH:17][CH:16]=2)[CH:6]=[C:7]([C:9](=[O:14])[NH:10][CH:11]([CH3:13])[CH3:12])[CH:8]=1, predict the reaction product. The product is: [ClH:1].[NH2:47][CH2:46][C@H:43]1[CH2:44][CH2:45][C@H:40]([C:38]([NH:37][C@H:22]([C:23](=[O:36])[NH:24][C:25]2[CH:30]=[CH:29][C:28]([C:31]3[N:32]=[N:33][NH:34][N:35]=3)=[CH:27][CH:26]=2)[CH2:21][C:18]2[CH:17]=[CH:16][C:15]([C:5]3[C:4]([CH3:55])=[C:3]([F:2])[CH:8]=[C:7]([C:9]([NH:10][CH:11]([CH3:13])[CH3:12])=[O:14])[CH:6]=3)=[CH:20][CH:19]=2)=[O:39])[CH2:41][CH2:42]1. (7) The product is: [Cl:1][C:2]1[C:7]([S:8]([NH2:11])(=[O:10])=[O:9])=[C:6]([OH:12])[C:5]([NH:13][C:14]2[C:17](=[O:18])[C:16](=[O:19])[C:15]=2[NH:21][C:22]2[CH:27]=[CH:26][CH:25]=[CH:24][CH:23]=2)=[CH:4][CH:3]=1. Given the reactants [Cl:1][C:2]1[C:7]([S:8]([NH2:11])(=[O:10])=[O:9])=[C:6]([OH:12])[C:5]([NH:13][C:14]2[C:17](=[O:18])[C:16](=[O:19])[C:15]=2Cl)=[CH:4][CH:3]=1.[NH2:21][C:22]1[CH:27]=[CH:26][CH:25]=[CH:24][CH:23]=1, predict the reaction product. (8) Given the reactants [CH:1]1[C:6]2[CH2:7][CH2:8][CH2:9][CH2:10][C:11](=O)[C:5]=2[CH:4]=[CH:3][CH:2]=1.[CH3:13][O:14][C:15]1[CH:27]=[CH:26][C:18]([CH2:19][N:20]2[C:24]([NH2:25])=[CH:23][CH:22]=[N:21]2)=[CH:17][CH:16]=1.F[C:29](F)(F)C(O)=O, predict the reaction product. The product is: [CH3:13][O:14][C:15]1[CH:16]=[CH:17][C:18]([CH2:19][N:20]2[C:24]3=[N:25][CH:29]=[C:10]4[CH2:9][CH2:8][CH2:7][C:6]5[CH:1]=[CH:2][CH:3]=[CH:4][C:5]=5[C:11]4=[C:23]3[CH:22]=[N:21]2)=[CH:26][CH:27]=1. (9) Given the reactants C(O[C:4]([C:6]1([CH2:12][CH2:13]OC)[CH2:11][CH2:10][NH:9][CH2:8][CH2:7]1)=[O:5])C.[Cl:16][C:17]1([Cl:24])[CH2:19][C:18]1([CH3:23])[C:20](O)=[O:21].[F:25][C:26]([F:38])([F:37])[CH:27]([CH3:36])[O:28][C:29]1[CH:34]=[CH:33][C:32]([NH2:35])=[CH:31][CH:30]=1, predict the reaction product. The product is: [Cl:16][C:17]1([Cl:24])[CH2:19][C:18]1([CH3:23])[C:20]([N:9]1[CH2:8][CH2:7][C:6]2([C:4](=[O:5])[N:35]([C:32]3[CH:33]=[CH:34][C:29]([O:28][CH:27]([CH3:36])[C:26]([F:25])([F:37])[F:38])=[CH:30][CH:31]=3)[CH2:13][CH2:12]2)[CH2:11][CH2:10]1)=[O:21].